This data is from Reaction yield outcomes from USPTO patents with 853,638 reactions. The task is: Predict the reaction yield, written as a fraction of the theoretical maximum amount of product (1.0 means a 100% yield; for example, 0.34 means a 34% yield). (1) The reactants are [Br:1][C:2]1[N:7]=[CH:6][C:5]2[C:8]([CH:11]=[O:12])=[CH:9][NH:10][C:4]=2[CH:3]=1.[H-].[Na+].[F:15][C:16]1[CH:17]=[C:18]([S:22](Cl)(=[O:24])=[O:23])[CH:19]=[CH:20][CH:21]=1. The catalyst is CN(C)C=O. The product is [Br:1][C:2]1[N:7]=[CH:6][C:5]2[C:8]([CH:11]=[O:12])=[CH:9][N:10]([S:22]([C:18]3[CH:19]=[CH:20][CH:21]=[C:16]([F:15])[CH:17]=3)(=[O:24])=[O:23])[C:4]=2[CH:3]=1. The yield is 0.705. (2) The reactants are Br.Br[CH:3]([C:5]1[CH:6]=[C:7]([C:23]([N:25]([CH3:27])[CH3:26])=[O:24])[CH:8]=[C:9]2[C:14]=1[O:13][C:12]([N:15]1[CH2:20][CH2:19][O:18][C@H:17]([CH3:21])[CH2:16]1)=[CH:11][C:10]2=[O:22])[CH3:4].[F:28][C:29]1[CH:35]=[CH:34][C:32]([NH2:33])=[CH:31][CH:30]=1. The catalyst is CC(N(C)C)=O. The product is [F:28][C:29]1[CH:35]=[CH:34][C:32]([NH:33][CH:3]([C:5]2[CH:6]=[C:7]([C:23]([N:25]([CH3:27])[CH3:26])=[O:24])[CH:8]=[C:9]3[C:14]=2[O:13][C:12]([N:15]2[CH2:20][CH2:19][O:18][C@H:17]([CH3:21])[CH2:16]2)=[CH:11][C:10]3=[O:22])[CH3:4])=[CH:31][CH:30]=1. The yield is 0.590. (3) The reactants are [C:1]1(=[O:8])[O:7][C:5](=O)[CH:4]=[C:2]1C.[NH2:9][CH2:10][CH2:11][CH2:12][Si:13]([O:18][CH3:19])([O:16][CH3:17])[O:14][CH3:15].[CH2:20](N(CC)CC)C.CS(O)(=O)=O. The catalyst is C1(C)C=CC=CC=1. The product is [CH3:20][CH:10]([N:9]1[C:1](=[O:8])[CH:2]=[CH:4][C:5]1=[O:7])[CH2:11][CH2:12][Si:13]([O:18][CH3:19])([O:14][CH3:15])[O:16][CH3:17]. The yield is 0.350. (4) The reactants are [NH2:1][C:2]1[CH:10]=[C:9]([O:11][CH2:12][C:13]2[CH:18]=[CH:17][CH:16]=[CH:15][CH:14]=2)[C:8]([O:19][CH3:20])=[CH:7][C:3]=1[C:4]([NH2:6])=[O:5].[CH3:21]N(C=NC=[N+](C)C)C.[Cl-].C([O-])(=O)C.[Na+].C(O)(=O)C. The catalyst is O1CCOCC1. The product is [CH2:12]([O:11][C:9]1[CH:10]=[C:2]2[C:3]([C:4](=[O:5])[NH:6][CH:21]=[N:1]2)=[CH:7][C:8]=1[O:19][CH3:20])[C:13]1[CH:14]=[CH:15][CH:16]=[CH:17][CH:18]=1. The yield is 0.840. (5) The reactants are [NH2:1][C@@H:2]1[CH2:7][CH2:6][C@H:5]([NH:8][C:9](=[O:15])[O:10][C:11]([CH3:14])([CH3:13])[CH3:12])[CH2:4][CH2:3]1.C(N(C(C)C)CC)(C)C.Cl[C:26]1[N:31]=[C:30]([Cl:32])[N:29]=[C:28]2[NH:33][N:34]=[C:35]([S:36][CH3:37])[C:27]=12. The catalyst is C(O)C. The product is [Cl:32][C:30]1[N:29]=[C:28]2[NH:33][N:34]=[C:35]([S:36][CH3:37])[C:27]2=[C:26]([NH:1][C@@H:2]2[CH2:7][CH2:6][C@H:5]([NH:8][C:9](=[O:15])[O:10][C:11]([CH3:12])([CH3:14])[CH3:13])[CH2:4][CH2:3]2)[N:31]=1. The yield is 0.890. (6) The reactants are [Br:1][C:2]1[C:7]([F:8])=[CH:6][C:5]([F:9])=[CH:4][C:3]=1[F:10].OS(O)(=O)=O.[N+:16]([O-])([OH:18])=[O:17]. No catalyst specified. The product is [Br:1][C:2]1[C:7]([F:8])=[CH:6][C:5]([F:9])=[C:4]([N+:16]([O-:18])=[O:17])[C:3]=1[F:10]. The yield is 0.990. (7) The reactants are [F:1][C:2]1([F:40])[CH2:7][CH2:6][CH:5]([C:8]([NH:10][CH2:11][C:12]([CH3:39])([C:33]2[CH:38]=[CH:37][CH:36]=[CH:35][CH:34]=2)[CH2:13][CH2:14][N:15]2[C@H:20]3[CH2:21][CH2:22][C@@H:16]2[CH2:17][CH:18]([N:23]2[C:27]4[CH:28]=[CH:29][CH:30]=[CH:31][C:26]=4[N:25]=[C:24]2[CH3:32])[CH2:19]3)=[O:9])[CH2:4][CH2:3]1.[H-].[Na+].I[CH3:44].O. The catalyst is CN(C=O)C. The product is [F:40][C:2]1([F:1])[CH2:7][CH2:6][CH:5]([C:8]([N:10]([CH3:44])[CH2:11][C:12]([CH3:39])([C:33]2[CH:38]=[CH:37][CH:36]=[CH:35][CH:34]=2)[CH2:13][CH2:14][N:15]2[C@H:20]3[CH2:21][CH2:22][C@@H:16]2[CH2:17][CH:18]([N:23]2[C:27]4[CH:28]=[CH:29][CH:30]=[CH:31][C:26]=4[N:25]=[C:24]2[CH3:32])[CH2:19]3)=[O:9])[CH2:4][CH2:3]1. The yield is 0.0700.